This data is from Peptide-MHC class I binding affinity with 185,985 pairs from IEDB/IMGT. The task is: Regression. Given a peptide amino acid sequence and an MHC pseudo amino acid sequence, predict their binding affinity value. This is MHC class I binding data. (1) The peptide sequence is VVYGYFIWY. The MHC is HLA-A01:01 with pseudo-sequence HLA-A01:01. The binding affinity (normalized) is 0.0847. (2) The peptide sequence is SSWAIHWFS. The MHC is HLA-A02:01 with pseudo-sequence HLA-A02:01. The binding affinity (normalized) is 0.0858. (3) The peptide sequence is ITKGLGISYGR. The binding affinity (normalized) is 0. The MHC is HLA-B53:01 with pseudo-sequence HLA-B53:01. (4) The MHC is HLA-A02:01 with pseudo-sequence HLA-A02:01. The peptide sequence is FHKRDMRLL. The binding affinity (normalized) is 0.0847. (5) The peptide sequence is VTLDGQQFY. The MHC is HLA-A01:01 with pseudo-sequence HLA-A01:01. The binding affinity (normalized) is 0.236. (6) The MHC is HLA-A68:02 with pseudo-sequence HLA-A68:02. The peptide sequence is LNASWFNSFL. The binding affinity (normalized) is 0.406.